From a dataset of Full USPTO retrosynthesis dataset with 1.9M reactions from patents (1976-2016). Predict the reactants needed to synthesize the given product. (1) Given the product [Cl:1][C:2]1[CH:7]=[C:6]([CH3:8])[C:5]([O:9][CH2:12][C:13]([O:15][CH3:16])=[O:14])=[C:4]([CH3:10])[CH:3]=1, predict the reactants needed to synthesize it. The reactants are: [Cl:1][C:2]1[CH:7]=[C:6]([CH3:8])[C:5]([OH:9])=[C:4]([CH3:10])[CH:3]=1.Br[CH2:12][C:13]([O:15][CH3:16])=[O:14].C(=O)([O-])[O-].[Cs+].[Cs+]. (2) Given the product [OH:30][C@@H:31]([CH3:32])[C@@H:29]([N:8]1[CH2:9][CH2:10][CH2:11][C:6]21[C:5](=[O:12])[N:4]([CH2:3][C:2](=[O:1])[N:13]1[CH2:17][CH2:16][CH2:15][CH2:14]1)[CH2:7]2)[C:27]([NH:26][C:23]1[CH:24]=[CH:25][C:20]([O:19][CH3:18])=[CH:21][CH:22]=1)=[O:28], predict the reactants needed to synthesize it. The reactants are: [O:1]=[C:2]([N:13]1[CH2:17][CH2:16][CH2:15][CH2:14]1)[CH2:3][N:4]1[CH2:7][C:6]2([CH2:11][CH2:10][CH2:9][NH:8]2)[C:5]1=[O:12].[CH3:18][O:19][C:20]1[CH:25]=[CH:24][C:23]([NH:26][C:27]([C@H:29]2[C@H:31]([CH3:32])[O:30]2)=[O:28])=[CH:22][CH:21]=1. (3) Given the product [CH2:15]([C:17]([C:28]1[CH:33]=[CH:32][C:31](/[CH:34]=[CH:35]/[C:36]2([OH:42])[CH2:41][CH2:40][S:39][CH2:38][CH2:37]2)=[C:30]([CH3:43])[CH:29]=1)([C:20]1[CH:25]=[CH:24][C:23]([OH:26])=[C:22]([CH3:27])[CH:21]=1)[CH2:18][CH3:19])[CH3:16], predict the reactants needed to synthesize it. The reactants are: [H-].COCCO[Al+]OCCOC.[Na+].[H-].[CH2:15]([C:17]([C:28]1[CH:33]=[CH:32][C:31]([C:34]#[C:35][C:36]2([OH:42])[CH2:41][CH2:40][S:39][CH2:38][CH2:37]2)=[C:30]([CH3:43])[CH:29]=1)([C:20]1[CH:25]=[CH:24][C:23]([OH:26])=[C:22]([CH3:27])[CH:21]=1)[CH2:18][CH3:19])[CH3:16]. (4) Given the product [NH2:12][C:8]1[C:7]2[N:13]=[C:14]([CH2:16][CH2:17][CH3:18])[S:15][C:6]=2[C:5]2[CH:4]=[CH:3][C:2]([C:24]3[CH:25]=[CH:26][CH:27]=[CH:28][C:23]=3[NH:22][C:19](=[O:21])[CH3:20])=[CH:11][C:10]=2[N:9]=1, predict the reactants needed to synthesize it. The reactants are: Br[C:2]1[CH:3]=[CH:4][C:5]2[C:6]3[S:15][C:14]([CH2:16][CH2:17][CH3:18])=[N:13][C:7]=3[C:8]([NH2:12])=[N:9][C:10]=2[CH:11]=1.[C:19]([NH:22][C:23]1[CH:28]=[CH:27][CH:26]=[CH:25][C:24]=1B(O)O)(=[O:21])[CH3:20]. (5) The reactants are: [CH:1]1([N:4]2[C:8]([CH:9]3[CH2:14][CH2:13][N:12](C(OC(C)(C)C)=O)[CH2:11][CH2:10]3)=[N:7][N:6]=[N:5]2)[CH2:3][CH2:2]1. Given the product [CH:1]1([N:4]2[C:8]([CH:9]3[CH2:14][CH2:13][NH:12][CH2:11][CH2:10]3)=[N:7][N:6]=[N:5]2)[CH2:3][CH2:2]1, predict the reactants needed to synthesize it. (6) The reactants are: [N+:1]([C:4]1[CH:5]=[C:6]2[C:11](=[CH:12][CH:13]=1)[NH:10][C:9](=[O:14])[CH2:8][CH2:7]2)([O-:3])=[O:2].Cl.Cl[CH2:17][CH2:18][N:19]1[CH2:23][CH2:22][CH2:21][CH2:20]1.C(=O)([O-])[O-].[K+].[K+].O. Given the product [N+:1]([C:4]1[CH:5]=[C:6]2[C:11](=[CH:12][CH:13]=1)[N:10]([CH2:17][CH2:18][N:19]1[CH2:23][CH2:22][CH2:21][CH2:20]1)[C:9](=[O:14])[CH2:8][CH2:7]2)([O-:3])=[O:2], predict the reactants needed to synthesize it.